Dataset: Forward reaction prediction with 1.9M reactions from USPTO patents (1976-2016). Task: Predict the product of the given reaction. (1) Given the reactants [CH3:1][C:2]1[CH:3]=[C:4]([CH:11]=[CH:12][C:13]=1[N+:14]([O-:16])=[O:15])[C:5]([O:7][CH2:8][CH:9]=[CH2:10])=[O:6].[Cl:17][C:18]1[CH:25]=[CH:24][CH:23]=[C:22]([F:26])[C:19]=1[CH:20]=[O:21].C1CCN2C(=NCCC2)CC1, predict the reaction product. The product is: [Cl:17][C:18]1[CH:25]=[CH:24][CH:23]=[C:22]([F:26])[C:19]=1[CH:20]([OH:21])[CH2:1][C:2]1[CH:3]=[C:4]([CH:11]=[CH:12][C:13]=1[N+:14]([O-:16])=[O:15])[C:5]([O:7][CH2:8][CH:9]=[CH2:10])=[O:6]. (2) Given the reactants [NH2:1][C:2](=[O:40])[CH2:3][NH:4][C:5]1[N:6]([CH3:39])[C:7](=[O:38])[C:8]2[C:13]([C:14]3[CH:19]=[CH:18][CH:17]=[CH:16][CH:15]=3)=[C:12]([C:20]3[CH:25]=[CH:24][C:23]([C:26]4([NH:30]C(=O)OC(C)(C)C)[CH2:29][CH2:28][CH2:27]4)=[CH:22][CH:21]=3)[O:11][C:9]=2[N:10]=1.C(O)(C(F)(F)F)=O, predict the reaction product. The product is: [NH2:30][C:26]1([C:23]2[CH:24]=[CH:25][C:20]([C:12]3[O:11][C:9]4[N:10]=[C:5]([NH:4][CH2:3][C:2]([NH2:1])=[O:40])[N:6]([CH3:39])[C:7](=[O:38])[C:8]=4[C:13]=3[C:14]3[CH:15]=[CH:16][CH:17]=[CH:18][CH:19]=3)=[CH:21][CH:22]=2)[CH2:27][CH2:28][CH2:29]1. (3) Given the reactants ClC(Cl)(O[C:5](=[O:11])OC(Cl)(Cl)Cl)Cl.[C:13]([O:17][C:18]([N:20]1[CH2:23][CH:22]([CH2:24][NH:25][C:26]2[N:31]=[C:30]([C:32]3[CH:37]=[CH:36][C:35]([NH2:38])=[CH:34][CH:33]=3)[N:29]=[C:28]([N:39]3[CH2:44][CH2:43][O:42][CH2:41][CH2:40]3)[N:27]=2)[CH2:21]1)=[O:19])([CH3:16])([CH3:15])[CH3:14].[NH2:45][C:46]1[CH:51]=[CH:50][N:49]=[CH:48][CH:47]=1.CCN(CC)CC, predict the reaction product. The product is: [C:13]([O:17][C:18]([N:20]1[CH2:23][CH:22]([CH2:24][NH:25][C:26]2[N:27]=[C:28]([N:39]3[CH2:44][CH2:43][O:42][CH2:41][CH2:40]3)[N:29]=[C:30]([C:32]3[CH:37]=[CH:36][C:35]([NH:38][C:5]([NH:45][C:46]4[CH:51]=[CH:50][N:49]=[CH:48][CH:47]=4)=[O:11])=[CH:34][CH:33]=3)[N:31]=2)[CH2:21]1)=[O:19])([CH3:16])([CH3:14])[CH3:15]. (4) Given the reactants [N:1]1([C:7]([O:9][C:10]([CH3:13])([CH3:12])[CH3:11])=[O:8])[CH2:6][CH2:5][NH:4][CH2:3][CH2:2]1.CCN(C(C)C)C(C)C.[Br:23][C:24]1[CH:29]=[CH:28][C:27]([C:30]([F:33])([F:32])[F:31])=[CH:26][C:25]=1[S:34](Cl)(=[O:36])=[O:35], predict the reaction product. The product is: [Br:23][C:24]1[CH:29]=[CH:28][C:27]([C:30]([F:32])([F:31])[F:33])=[CH:26][C:25]=1[S:34]([N:4]1[CH2:5][CH2:6][N:1]([C:7]([O:9][C:10]([CH3:13])([CH3:12])[CH3:11])=[O:8])[CH2:2][CH2:3]1)(=[O:36])=[O:35]. (5) The product is: [CH2:24]([O:23][C:21]([C:14]1[C:15]([C:17]([F:20])([F:19])[F:18])=[N:16][C:11]([N:10]2[CH2:9][CH2:8][N:7]([C:25]3[C:48]4[C:49](=[CH:44][CH:45]=[CH:46][CH:47]=4)[C:40]([CH2:33][C:34]4[CH:39]=[CH:38][CH:37]=[CH:36][CH:35]=4)=[N:41][N:42]=3)[CH2:6][C@H:5]2[C:3]([O:2][CH3:1])=[O:4])=[N:12][CH:13]=1)=[O:22])[CH3:51]. Given the reactants [CH3:1][O:2][C:3]([C@H:5]1[N:10]([C:11]2[N:16]=[C:15]([C:17]([F:20])([F:19])[F:18])[C:14]([C:21]([O:23][CH3:24])=[O:22])=[CH:13][N:12]=2)[CH2:9][CH2:8][N:7]([C:25](OC(C)(C)C)=O)[CH2:6]1)=[O:4].Cl.[CH2:33]([C:40]1[C:49]2[C:44](=[CH:45][CH:46]=[CH:47][CH:48]=2)C(Cl)=[N:42][N:41]=1)[C:34]1[CH:39]=[CH:38][CH:37]=[CH:36][CH:35]=1.[CH2:51](N(CC)CC)C, predict the reaction product. (6) Given the reactants [CH3:1][O:2][NH:3][CH3:4].[O:5]1[CH2:9][CH2:8][CH2:7][CH:6]1[C:10](Cl)=[O:11], predict the reaction product. The product is: [CH3:1][O:2][N:3]([CH3:4])[C:10]([CH:6]1[CH2:7][CH2:8][CH2:9][O:5]1)=[O:11]. (7) Given the reactants Cl[C:2]1[CH:7]=[CH:6][N:5]=[C:4]([CH2:8][CH3:9])[C:3]=1[C:10]#[C:11][C:12]1[CH:13]=[CH:14][C:15]([NH2:18])=[N:16][CH:17]=1.[F:19][C:20]1[CH:21]=[C:22](B(O)O)[CH:23]=[CH:24][C:25]=1[C:26]([O:28][CH3:29])=[O:27].CC(C1C=C(C(C)C)C(C2C=CC=CC=2P(C2CCCCC2)C2CCCCC2)=C(C(C)C)C=1)C.[Li+].[Cl-].[O-]P([O-])([O-])=O.[K+].[K+].[K+], predict the reaction product. The product is: [CH3:29][O:28][C:26](=[O:27])[C:25]1[CH:24]=[CH:23][C:22]([C:2]2[CH:7]=[CH:6][N:5]=[C:4]([CH2:8][CH3:9])[C:3]=2[C:10]#[C:11][C:12]2[CH:17]=[N:16][C:15]([NH2:18])=[CH:14][CH:13]=2)=[CH:21][C:20]=1[F:19]. (8) Given the reactants Br[CH2:2][C:3]1[C:8]([O:9][CH3:10])=[CH:7][CH:6]=[CH:5][C:4]=1[N:11]1[C:15](=[O:16])[N:14]([CH3:17])[N:13]=[N:12]1.[Cl:18][C:19]1[CH:24]=[CH:23][C:22]([N:25]2[CH:29]=[CH:28][C:27]([OH:30])=[N:26]2)=[CH:21][CH:20]=1.C(=O)([O-])[O-].[K+].[K+].C(#N)C, predict the reaction product. The product is: [Cl:18][C:19]1[CH:20]=[CH:21][C:22]([N:25]2[CH:29]=[CH:28][C:27]([O:30][CH2:2][C:3]3[C:8]([O:9][CH3:10])=[CH:7][CH:6]=[CH:5][C:4]=3[N:11]3[C:15](=[O:16])[N:14]([CH3:17])[N:13]=[N:12]3)=[N:26]2)=[CH:23][CH:24]=1. (9) Given the reactants [CH3:1][N:2]([C:4]([O:8]N1N=NC2C=CC=NC1=2)=[N+](C)C)[CH3:3].F[P-](F)(F)(F)(F)F.C(OC([NH:32][C:33]1[N:38]=[C:37]([CH3:39])[C:36]([CH2:40][NH:41][C:42]2[C:43]3[C:44](=[N:48][N:49]([CH2:51][C:52]4[CH:66]=[CH:65][C:55]([CH2:56][N:57]5[CH:61]=[CH:60][C:59](C(O)=O)=[N:58]5)=[CH:54][CH:53]=4)[CH:50]=3)[N:45]=[CH:46][N:47]=2)=[C:35]([CH3:67])[CH:34]=1)=O)(C)(C)C.CNC.C1COCC1.CCN(C(C)C)C(C)C, predict the reaction product. The product is: [NH2:32][C:33]1[N:38]=[C:37]([CH3:39])[C:36]([CH2:40][NH:41][C:42]2[C:43]3[C:44](=[N:48][N:49]([CH2:51][C:52]4[CH:66]=[CH:65][C:55]([CH2:56][N:57]5[CH:61]=[C:60]([C:4]([N:2]([CH3:3])[CH3:1])=[O:8])[CH:59]=[N:58]5)=[CH:54][CH:53]=4)[CH:50]=3)[N:45]=[CH:46][N:47]=2)=[C:35]([CH3:67])[CH:34]=1. (10) Given the reactants CN1CCOCC1.[O:8]=[C:9]1[CH2:13][CH2:12][CH2:11][N:10]1[CH2:14][CH2:15][C:16]([OH:18])=O.[CH:19]1([Mg]Br)[CH2:23][CH2:22][CH2:21][CH2:20]1, predict the reaction product. The product is: [CH:19]1([C:16](=[O:18])[CH2:15][CH2:14][N:10]2[CH2:11][CH2:12][CH2:13][C:9]2=[O:8])[CH2:23][CH2:22][CH2:21][CH2:20]1.